Predict the product of the given reaction. From a dataset of Forward reaction prediction with 1.9M reactions from USPTO patents (1976-2016). (1) Given the reactants [OH:1][CH2:2][CH2:3][CH2:4][O:5][C:6]1[CH:13]=[CH:12][C:9]([CH:10]=[O:11])=[C:8]([O:14][CH2:15][O:16][CH3:17])[CH:7]=1.[H-].[Na+].Br[CH2:21][CH:22]1[CH2:24][CH2:23]1.O, predict the reaction product. The product is: [CH:22]1([CH2:21][O:1][CH2:2][CH2:3][CH2:4][O:5][C:6]2[CH:13]=[CH:12][C:9]([CH:10]=[O:11])=[C:8]([O:14][CH2:15][O:16][CH3:17])[CH:7]=2)[CH2:24][CH2:23]1. (2) Given the reactants Cl[C:2]1[N:7]=[C:6]([C:8]2[C:16]3[C:11](=[CH:12][CH:13]=[CH:14][CH:15]=3)[NH:10][CH:9]=2)[C:5]([Cl:17])=[CH:4][N:3]=1.[Cl:18][C:19]1[C:20]([N:28]2[CH2:33][CH2:32][CH:31]([N:34]3[CH2:39][CH2:38][N:37]([CH3:40])[CH2:36][CH2:35]3)[CH2:30][CH2:29]2)=[CH:21][C:22]([O:26][CH3:27])=[C:23]([CH:25]=1)[NH2:24], predict the reaction product. The product is: [Cl:17][C:5]1[C:6]([C:8]2[C:16]3[C:11](=[CH:12][CH:13]=[CH:14][CH:15]=3)[NH:10][CH:9]=2)=[N:7][C:2]([NH:24][C:23]2[CH:25]=[C:19]([Cl:18])[C:20]([N:28]3[CH2:29][CH2:30][CH:31]([N:34]4[CH2:35][CH2:36][N:37]([CH3:40])[CH2:38][CH2:39]4)[CH2:32][CH2:33]3)=[CH:21][C:22]=2[O:26][CH3:27])=[N:3][CH:4]=1.